This data is from Full USPTO retrosynthesis dataset with 1.9M reactions from patents (1976-2016). The task is: Predict the reactants needed to synthesize the given product. (1) Given the product [Cl:20][C:17]1[CH:18]=[CH:19][C:14]([C:12]2[CH:13]=[C:8]([NH2:7])[CH:9]=[N:10][C:11]=2[O:21][CH:22]2[CH2:25][CH2:24][CH2:23]2)=[CH:15][CH:16]=1, predict the reactants needed to synthesize it. The reactants are: C(OC(=O)[NH:7][C:8]1[CH:9]=[N:10][C:11]([O:21][CH:22]2[CH2:25][CH2:24][CH2:23]2)=[C:12]([C:14]2[CH:19]=[CH:18][C:17]([Cl:20])=[CH:16][CH:15]=2)[CH:13]=1)(C)(C)C.O1CCOCC1. (2) Given the product [C:1]([O:5][C@@H:6]([C:11]1[C:12]([C:30]2[CH:35]=[CH:34][C:33]([Cl:36])=[CH:32][CH:31]=2)=[C:13]2[C:20]([CH3:21])=[C:19]([CH3:22])[N:18]([CH2:23][C:24]3[CH:25]=[CH:26][N:27]=[CH:28][CH:29]=3)[C:14]2=[N:15][C:16]=1[CH3:17])[C:7]([OH:9])=[O:8])([CH3:4])([CH3:2])[CH3:3], predict the reactants needed to synthesize it. The reactants are: [C:1]([O:5][C@@H:6]([C:11]1[C:12]([C:30]2[CH:35]=[CH:34][C:33]([Cl:36])=[CH:32][CH:31]=2)=[C:13]2[C:20]([CH3:21])=[C:19]([CH3:22])[N:18]([CH2:23][C:24]3[CH:29]=[CH:28][N:27]=[CH:26][CH:25]=3)[C:14]2=[N:15][C:16]=1[CH3:17])[C:7]([O:9]C)=[O:8])([CH3:4])([CH3:3])[CH3:2].[Cl-].[Li+].Cl. (3) Given the product [CH:1]([C:4]1[C:8]([C:9]([O:11][CH2:12][CH3:13])=[O:10])=[CH:7][N:6]([C:19]2[CH:20]=[CH:21][C:16]([C:15]([F:27])([F:26])[F:14])=[CH:17][CH:18]=2)[N:5]=1)([CH3:3])[CH3:2], predict the reactants needed to synthesize it. The reactants are: [CH:1]([C:4]1[C:8]([C:9]([O:11][CH2:12][CH3:13])=[O:10])=[CH:7][NH:6][N:5]=1)([CH3:3])[CH3:2].[F:14][C:15]([F:27])([F:26])[C:16]1[CH:21]=[CH:20][C:19](OB(O)O)=[CH:18][CH:17]=1.N1C=CC=CC=1. (4) The reactants are: [CH3:1][N:2]([CH3:9])[CH2:3][CH2:4][C:5](OC)=[O:6].[NH2:10][NH2:11]. Given the product [NH2:10][NH:11][C:5](=[O:6])[CH2:4][CH2:3][N:2]([CH3:9])[CH3:1], predict the reactants needed to synthesize it. (5) Given the product [CH3:10][C:3]1[C:4]([CH2:8][OH:9])=[CH:5][CH:6]=[CH:7][C:2]=1[C:11]1[CH:16]=[CH:15][CH:14]=[CH:13][CH:12]=1, predict the reactants needed to synthesize it. The reactants are: Br[C:2]1[C:3]([CH3:10])=[C:4]([CH2:8][OH:9])[CH:5]=[CH:6][CH:7]=1.[C:11]1(B(O)O)[CH:16]=[CH:15][CH:14]=[CH:13][CH:12]=1.C(=O)(O)[O-].[Na+]. (6) Given the product [Cl:1][C:2]1[CH:3]=[C:4]([C:12]2[O:16][N:15]=[C:14]([C:17]3[C:25]([CH2:26][CH3:27])=[CH:24][C:23]4[C:19](=[CH:20][N:21]([CH2:28][CH2:29][CH2:30][C:31]([OH:33])=[O:32])[N:22]=4)[CH:18]=3)[N:13]=2)[CH:5]=[N:6][C:7]=1[O:8][CH:9]([CH3:11])[CH3:10], predict the reactants needed to synthesize it. The reactants are: [Cl:1][C:2]1[CH:3]=[C:4]([C:12]2[O:16][N:15]=[C:14]([C:17]3[C:25]([CH2:26][CH3:27])=[CH:24][C:23]4[C:19](=[CH:20][N:21]([CH2:28][CH2:29][CH2:30][C:31]([O:33]CC)=[O:32])[N:22]=4)[CH:18]=3)[N:13]=2)[CH:5]=[N:6][C:7]=1[O:8][CH:9]([CH3:11])[CH3:10].[OH-].[Na+].